From a dataset of Full USPTO retrosynthesis dataset with 1.9M reactions from patents (1976-2016). Predict the reactants needed to synthesize the given product. (1) Given the product [Br:8][C:9]1[CH:10]=[CH:11][C:12]([C:15]2[CH:20]=[CH:19][C:18]([CH2:21][C:6](=[O:5])[CH3:7])=[CH:17][CH:16]=2)=[CH:13][CH:14]=1, predict the reactants needed to synthesize it. The reactants are: C[Li].C([O:5][CH2:6][CH3:7])C.[Br:8][C:9]1[CH:14]=[CH:13][C:12]([C:15]2[CH:20]=[CH:19][C:18]([CH2:21]C(N(OC)C)=O)=[CH:17][CH:16]=2)=[CH:11][CH:10]=1.O. (2) Given the product [F:4][C:5]1[CH:6]=[N:7][CH:8]=[C:9]([CH:15]=1)[C:10]([NH:2][NH2:3])=[O:11], predict the reactants needed to synthesize it. The reactants are: O.[NH2:2][NH2:3].[F:4][C:5]1[CH:6]=[N:7][CH:8]=[C:9]([CH:15]=1)[C:10](OCC)=[O:11]. (3) Given the product [Br:1][C:2]1[CH:10]=[C:9]2[C:5]([C:6]([C:11]([OH:16])=[O:17])=[CH:7][NH:8]2)=[CH:4][CH:3]=1, predict the reactants needed to synthesize it. The reactants are: [Br:1][C:2]1[CH:10]=[C:9]2[C:5]([C:6]([C:11](=[O:16])C(F)(F)F)=[CH:7][NH:8]2)=[CH:4][CH:3]=1.[OH-:17].[Na+]. (4) Given the product [NH2:10][CH:11]1[C:17](=[O:18])[NH:16][C:15]2[C:19]([CH2:23][OH:24])=[CH:20][CH:21]=[CH:22][C:14]=2[C:13]([C:32]2[CH:37]=[CH:36][CH:35]=[C:34]([F:38])[CH:33]=2)=[N:12]1, predict the reactants needed to synthesize it. The reactants are: C(OC(=O)[NH:10][CH:11]1[C:17](=[O:18])[NH:16][C:15]2[C:19]([CH2:23][O:24][Si](C(C)(C)C)(C)C)=[CH:20][CH:21]=[CH:22][C:14]=2[C:13]([C:32]2[CH:37]=[CH:36][CH:35]=[C:34]([F:38])[CH:33]=2)=[N:12]1)C1C=CC=CC=1.CC(O)=O.CCOCC. (5) Given the product [N:1]1([C:12]2([C:17]#[N:18])[CH2:13][CH2:14][C:9]3([O:16][CH2:6][CH2:7][O:8]3)[CH2:10][CH2:11]2)[CH2:5][CH2:4][CH2:3][CH2:2]1, predict the reactants needed to synthesize it. The reactants are: [NH:1]1[CH2:5][CH2:4][CH2:3][CH2:2]1.[CH2:6]1[O:16][C:9]2([CH2:14][CH2:13][C:12](=O)[CH2:11][CH2:10]2)[O:8][CH2:7]1.[C-:17]#[N:18].[K+].Cl. (6) Given the product [Cl:1][C:2]1[N:3]=[C:4]([Cl:11])[C:5]([C:9]#[N:10])=[C:6]([NH:24][CH2:23][CH2:21][OH:22])[N:7]=1, predict the reactants needed to synthesize it. The reactants are: [Cl:1][C:2]1[N:7]=[C:6](Cl)[C:5]([C:9]#[N:10])=[C:4]([Cl:11])[N:3]=1.C(N(C(C)C)C(C)C)C.[CH2:21]([CH2:23][NH2:24])[OH:22]. (7) The reactants are: [CH:1]12[O:9][CH:5]([CH2:6][NH:7][CH2:8]1)[CH2:4][N:3]([C:10]([O:12][C:13]([CH3:16])([CH3:15])[CH3:14])=[O:11])[CH2:2]2.Cl[CH2:18][CH2:19][CH2:20][CH2:21][C:22]1[CH:27]=[CH:26][N:25]=[CH:24][CH:23]=1.BrBr.C([O-])([O-])=O.[K+].[K+]. Given the product [N:25]1[CH:26]=[CH:27][C:22]([CH2:21][CH2:20][CH2:19][CH2:18][N:7]2[CH2:6][CH:5]3[O:9][CH:1]([CH2:2][N:3]([C:10]([O:12][C:13]([CH3:16])([CH3:15])[CH3:14])=[O:11])[CH2:4]3)[CH2:8]2)=[CH:23][CH:24]=1, predict the reactants needed to synthesize it. (8) Given the product [NH2:39][CH2:38][C:37]([N:34]1[CH2:35][CH2:36][CH:31]([C:24]2[C:25]3[CH2:26][C@@H:27]([CH3:30])[O:28][C:29]=3[C:21]([NH:20][C:16]3[N:15]=[C:14]([NH:13][C:8]4[CH:9]=[CH:10][CH:11]=[CH:12][C:7]=4[S:4]([CH:1]([CH3:3])[CH3:2])(=[O:5])=[O:6])[N:19]=[CH:18][N:17]=3)=[CH:22][C:23]=2[CH3:48])[CH2:32][CH2:33]1)=[O:47], predict the reactants needed to synthesize it. The reactants are: [CH:1]([S:4]([C:7]1[CH:12]=[CH:11][CH:10]=[CH:9][C:8]=1[NH:13][C:14]1[N:19]=[CH:18][N:17]=[C:16]([NH:20][C:21]2[C:29]3[O:28][C@H:27]([CH3:30])[CH2:26][C:25]=3[C:24]([CH:31]3[CH2:36][CH2:35][N:34]([C:37](=[O:47])[CH2:38][NH:39]C(=O)OC(C)(C)C)[CH2:33][CH2:32]3)=[C:23]([CH3:48])[CH:22]=2)[N:15]=1)(=[O:6])=[O:5])([CH3:3])[CH3:2].C(O)(C(F)(F)F)=O. (9) Given the product [NH2:15][C@H:12]([C:6]1[N:5]([C:23]2[CH:24]=[CH:25][CH:26]=[CH:27][CH:28]=2)[C:4](=[O:29])[C:3]2[C:8](=[CH:9][CH:10]=[CH:11][C:2]=2[F:1])[N:7]=1)[CH2:13][CH3:14], predict the reactants needed to synthesize it. The reactants are: [F:1][C:2]1[CH:11]=[CH:10][CH:9]=[C:8]2[C:3]=1[C:4](=[O:29])[N:5]([C:23]1[CH:28]=[CH:27][CH:26]=[CH:25][CH:24]=1)[C:6]([C@@H:12]([NH:15]C(=O)OC(C)(C)C)[CH2:13][CH3:14])=[N:7]2.Cl. (10) The reactants are: CCN(C(C)C)C(C)C.[C:10]([C:13]1[CH:21]=[CH:20][CH:19]=[CH:18][C:14]=1[C:15]([OH:17])=O)(=[O:12])[CH3:11].C1C=CC2N(O)N=NC=2C=1.CCN=C=NCCCN(C)C.Cl.[O:44]=[C:45]([N:62]1[CH2:67][CH2:66][NH:65][CH2:64][CH2:63]1)[CH2:46][NH:47][C:48]([C:50]1[CH:55]=[CH:54][C:53]([C:56]2[CH:61]=[CH:60][CH:59]=[CH:58][CH:57]=2)=[CH:52][CH:51]=1)=[O:49]. Given the product [C:10]([C:13]1[CH:21]=[CH:20][CH:19]=[CH:18][C:14]=1[C:15]([N:65]1[CH2:64][CH2:63][N:62]([C:45](=[O:44])[CH2:46][NH:47][C:48]([C:50]2[CH:55]=[CH:54][C:53]([C:56]3[CH:61]=[CH:60][CH:59]=[CH:58][CH:57]=3)=[CH:52][CH:51]=2)=[O:49])[CH2:67][CH2:66]1)=[O:17])(=[O:12])[CH3:11], predict the reactants needed to synthesize it.